Task: Predict the reactants needed to synthesize the given product.. Dataset: Full USPTO retrosynthesis dataset with 1.9M reactions from patents (1976-2016) (1) Given the product [CH3:15][N:13]1[CH2:12][CH2:11][C:8]2[NH:9][C:10]3[C:6]([C:7]=2[CH2:14]1)=[CH:5][CH:4]=[CH:3][C:2]=3[NH:29][CH2:28][C:25]1[CH:26]=[CH:27][N:22]=[CH:23][CH:24]=1, predict the reactants needed to synthesize it. The reactants are: Cl[C:2]1[C:10]2[NH:9][C:8]3[CH2:11][CH2:12][N:13]([CH3:15])[CH2:14][C:7]=3[C:6]=2[CH:5]=[CH:4][CH:3]=1.CC(C)([O-])C.[Na+].[N:22]1[CH:27]=[CH:26][C:25]([CH2:28][NH2:29])=[CH:24][CH:23]=1. (2) The reactants are: [OH:1][CH2:2][CH2:3][C:4]1[CH:5]=[CH:6][C:7]([N:10]2[CH:14]=[CH:13][C:12]([CH:15]([C:17]3[CH:26]=[CH:25][C:20]4[NH:21][C:22](=[O:24])[S:23][C:19]=4[CH:18]=3)[CH3:16])=[N:11]2)=[N:8][CH:9]=1.FC1C=CC(C2CCC(COC3CCCCO3)O2)=CN=1. Given the product [OH:1][CH2:2][CH2:3][C:4]1[CH:5]=[CH:6][C:7]([N:10]2[CH:14]=[CH:13][C:12]([C@H:15]([C:17]3[CH:26]=[CH:25][C:20]4[NH:21][C:22](=[O:24])[S:23][C:19]=4[CH:18]=3)[CH3:16])=[N:11]2)=[N:8][CH:9]=1, predict the reactants needed to synthesize it.